Task: Predict which catalyst facilitates the given reaction.. Dataset: Catalyst prediction with 721,799 reactions and 888 catalyst types from USPTO (1) Reactant: Br[C:2]1[N:3]=[C:4]2[C:10]([C:11](=[O:16])[C:12]([CH3:15])([CH3:14])[CH3:13])=[CH:9][NH:8][C:5]2=[N:6][CH:7]=1.[NH2:17][C:18]1[CH:19]=[C:20](B(O)O)[CH:21]=[CH:22][CH:23]=1.C(=O)([O-])[O-].[K+].[K+]. Product: [NH2:17][C:18]1[CH:23]=[C:22]([C:2]2[N:3]=[C:4]3[C:10]([C:11](=[O:16])[C:12]([CH3:15])([CH3:14])[CH3:13])=[CH:9][NH:8][C:5]3=[N:6][CH:7]=2)[CH:21]=[CH:20][CH:19]=1. The catalyst class is: 117. (2) Reactant: S(S([O-])=O)([O-])=O.[Na+].[Na+].[CH3:9][C:10]1[CH:15]=[C:14]([O:16][CH2:17][CH2:18][CH2:19][CH2:20][CH3:21])[CH:13]=[C:12]([CH3:22])[C:11]=1[N:23]=NC1C=CC([N+]([O-])=O)=CC=1. Product: [CH3:22][C:12]1[CH:13]=[C:14]([O:16][CH2:17][CH2:18][CH2:19][CH2:20][CH3:21])[CH:15]=[C:10]([CH3:9])[C:11]=1[NH2:23]. The catalyst class is: 88. (3) Reactant: [H-].[Al+3].[Li+].[H-].[H-].[H-].[O:7]1[CH2:11][CH2:10][O:9][CH:8]1[C@@H:12]1[C@@H:16]([CH2:17][OH:18])[O:15][C:14](=[O:19])[CH2:13]1. Product: [O:7]1[CH2:11][CH2:10][O:9][CH:8]1[C@@H:12]([CH2:13][CH2:14][OH:19])[C@H:16]([OH:15])[CH2:17][OH:18]. The catalyst class is: 1.